From a dataset of Full USPTO retrosynthesis dataset with 1.9M reactions from patents (1976-2016). Predict the reactants needed to synthesize the given product. (1) Given the product [CH3:1][CH:2]1[C:11]2[C:6](=[CH:7][CH:8]=[CH:9][CH:10]=2)[NH:5][CH2:4][CH2:3]1, predict the reactants needed to synthesize it. The reactants are: [CH3:1][C:2]1[C:11]2[C:6](=[CH:7][CH:8]=[CH:9][CH:10]=2)[N:5]=[CH:4][CH:3]=1.[BH3-]C#N.[Na+].B(F)(F)F.CCOCC. (2) The reactants are: [F:1][C:2]([F:38])([F:37])[C:3]1[CH:4]=[C:5]([CH:34]=[CH:35][CH:36]=1)[C:6]([NH:8][CH2:9][C:10]([NH:12][C@@H:13]1[CH2:17][CH2:16][N:15]([CH:18]2[CH2:23][CH2:22][N:21]([C:24]3[CH:33]=[CH:32][C:27](C(OC)=O)=[CH:26][CH:25]=3)[CH2:20][CH2:19]2)[CH2:14]1)=[O:11])=[O:7].BrC1C=CC([C:44](OC)=[O:45])=CC=1. Given the product [CH3:44][O:45][C:25]1[CH:26]=[CH:27][CH:32]=[CH:33][C:24]=1[N:21]1[CH2:20][CH2:19][CH:18]([N:15]2[CH2:16][CH2:17][C@@H:13]([NH:12][C:10](=[O:11])[CH2:9][NH:8][C:6](=[O:7])[C:5]3[CH:34]=[CH:35][CH:36]=[C:3]([C:2]([F:37])([F:38])[F:1])[CH:4]=3)[CH2:14]2)[CH2:23][CH2:22]1, predict the reactants needed to synthesize it.